This data is from Forward reaction prediction with 1.9M reactions from USPTO patents (1976-2016). The task is: Predict the product of the given reaction. (1) Given the reactants [N+:1]([C:4]1[N:5]=[N:6][NH:7][CH:8]=1)([O-:3])=[O:2].[H-].[Na+].Cl[CH2:12][O:13][CH2:14][CH2:15][Si:16]([CH3:19])([CH3:18])[CH3:17], predict the reaction product. The product is: [N+:1]([C:4]1[CH:8]=[N:7][N:6]([CH2:12][O:13][CH2:14][CH2:15][Si:16]([CH3:19])([CH3:18])[CH3:17])[N:5]=1)([O-:3])=[O:2]. (2) Given the reactants [Cl:1][C:2]1[CH:14]=[CH:13][C:5]2[S:6][C:7]([C:10]([OH:12])=O)=[C:8]([CH3:9])[C:4]=2[CH:3]=1.C([O:17][C:18](=[O:40])[C:19]([O:22][C:23]1[CH:28]=[CH:27][C:26]([O:29][C:30]2[CH:35]=[C:34]([F:36])[CH:33]=[C:32]([CH2:37][NH2:38])[CH:31]=2)=[CH:25][C:24]=1[CH3:39])([CH3:21])[CH3:20])C, predict the reaction product. The product is: [Cl:1][C:2]1[CH:14]=[CH:13][C:5]2[S:6][C:7]([C:10]([NH:38][CH2:37][C:32]3[CH:31]=[C:30]([CH:35]=[C:34]([F:36])[CH:33]=3)[O:29][C:26]3[CH:27]=[CH:28][C:23]([O:22][C:19]([CH3:21])([CH3:20])[C:18]([OH:40])=[O:17])=[C:24]([CH3:39])[CH:25]=3)=[O:12])=[C:8]([CH3:9])[C:4]=2[CH:3]=1. (3) Given the reactants [OH:1][C:2]1[CH:3]=[C:4]([NH:9][C:10]([C:12]2[N:16]([CH3:17])[N:15]=[C:14]([CH3:18])[CH:13]=2)=[O:11])[CH:5]=[C:6]([CH3:8])[CH:7]=1.C(=O)([O-])[O-].[Cs+].[Cs+].Br[C:26]1[CH:27]=[CH:28][C:29]([N+:32]([O-:34])=[O:33])=[N:30][CH:31]=1, predict the reaction product. The product is: [CH3:17][N:16]1[C:12]([C:10]([NH:9][C:4]2[CH:3]=[C:2]([O:1][C:26]3[CH:31]=[N:30][C:29]([N+:32]([O-:34])=[O:33])=[CH:28][CH:27]=3)[CH:7]=[C:6]([CH3:8])[CH:5]=2)=[O:11])=[CH:13][C:14]([CH3:18])=[N:15]1. (4) Given the reactants [Cl:1][C:2]1[N:7]=[C:6](Cl)[C:5]([F:9])=[CH:4][N:3]=1.[CH2:10]([O:12][C:13]([CH:15]=[C:16]1[NH:20][N:19]=[C:18]([C:21]2[CH:22]=[C:23]([CH:25]=[CH:26][CH:27]=2)[NH2:24])[O:17]1)=[O:14])[CH3:11], predict the reaction product. The product is: [Cl:1][C:2]1[N:7]=[C:6]([NH:24][C:23]2[CH:25]=[CH:26][CH:27]=[C:21]([C:18]3[O:17][C:16](=[CH:15][C:13]([O:12][CH2:10][CH3:11])=[O:14])[NH:20][N:19]=3)[CH:22]=2)[C:5]([F:9])=[CH:4][N:3]=1. (5) Given the reactants C(N(CC)CC)C.[CH3:8][N:9]1[C:17]2[C:12](=[CH:13][CH:14]=[CH:15][CH:16]=2)[C:11]([CH:18]=[O:19])=[N:10]1.[CH:20](=[N:27][C:28]1[CH:29]=[C:30]([CH:35]=[C:36]([O:38][CH3:39])[CH:37]=1)[O:31][CH2:32][CH2:33][OH:34])[C:21]1[CH:26]=[CH:25][CH:24]=[CH:23][CH:22]=1, predict the reaction product. The product is: [OH:34][CH2:33][CH2:32][O:31][C:30]1[CH:29]=[C:28]([NH:27][CH:20]([C:21]2[CH:26]=[CH:25][CH:24]=[CH:23][CH:22]=2)[C:18]([C:11]2[C:12]3[C:17](=[CH:16][CH:15]=[CH:14][CH:13]=3)[N:9]([CH3:8])[N:10]=2)=[O:19])[CH:37]=[C:36]([O:38][CH3:39])[CH:35]=1. (6) Given the reactants [S:1]1[C:5]2[CH:6]=[CH:7][CH:8]=[CH:9][C:4]=2[N:3]=[C:2]1[N:10]([CH2:33][O:34][CH2:35][CH2:36][Si:37]([CH3:40])([CH3:39])[CH3:38])[C:11]([C:13]1[CH:14]=[CH:15][CH:16]=[C:17]2[C:22]=1[CH2:21][N:20]([C:23]1[S:24][C:25](I)=[C:26]([C:28]([O:30][CH3:31])=[O:29])[N:27]=1)[CH2:19][CH2:18]2)=[O:12].[CH2:41]([C:44]1[CH:49]=[CH:48][CH:47]=[CH:46][CH:45]=1)[C:42]#[CH:43].C(N(CC)CC)C, predict the reaction product. The product is: [S:1]1[C:5]2[CH:6]=[CH:7][CH:8]=[CH:9][C:4]=2[N:3]=[C:2]1[N:10]([CH2:33][O:34][CH2:35][CH2:36][Si:37]([CH3:40])([CH3:39])[CH3:38])[C:11]([C:13]1[CH:14]=[CH:15][CH:16]=[C:17]2[C:22]=1[CH2:21][N:20]([C:23]1[S:24][C:25]([C:43]#[C:42][CH2:41][C:44]3[CH:49]=[CH:48][CH:47]=[CH:46][CH:45]=3)=[C:26]([C:28]([O:30][CH3:31])=[O:29])[N:27]=1)[CH2:19][CH2:18]2)=[O:12]. (7) The product is: [NH2:14][C:15]1[C:16]([NH:25][C:26]2[CH:31]=[CH:30][C:29]([Br:32])=[CH:28][C:27]=2[F:33])=[CH:17][C:18](=[O:24])[N:19]2[C:23]=1[CH2:22][CH2:21][CH2:20]2. Given the reactants C(O)(C(F)(F)F)=O.C(OC(=O)[NH:14][C:15]1[C:16]([NH:25][C:26]2[CH:31]=[CH:30][C:29]([Br:32])=[CH:28][C:27]=2[F:33])=[CH:17][C:18](=[O:24])[N:19]2[C:23]=1[CH2:22][CH2:21][CH2:20]2)(C)(C)C, predict the reaction product.